Task: Predict the product of the given reaction.. Dataset: Forward reaction prediction with 1.9M reactions from USPTO patents (1976-2016) (1) Given the reactants [CH2:1]([N:8]1[C:12]2=[N:13][C:14]3[C:19](C(N)=[C:11]2[CH2:10][CH2:9]1)=[CH:18][C:17]([Br:22])=[CH:16][CH:15]=3)[C:2]1[CH:7]=[CH:6][CH:5]=[CH:4][CH:3]=1.[CH3:23][N:24]([CH3:27])[CH:25]=O, predict the reaction product. The product is: [CH3:23][N:24]([C:25]1[C:19]2[C:14](=[CH:15][CH:16]=[C:17]([Br:22])[CH:18]=2)[N:13]=[C:12]2[N:8]([CH2:1][C:2]3[CH:7]=[CH:6][CH:5]=[CH:4][CH:3]=3)[CH2:9][CH2:10][C:11]=12)[CH3:27]. (2) The product is: [I:26][C:23]1[CH:24]=[CH:25][C:20]2[N:21]([CH:27]=[C:18]([NH2:17])[N:19]=2)[N:22]=1. Given the reactants O.O.O.O.O.O.O.O.[OH-].[Ba+2].[OH-].O.C(OC(=O)[NH:17][C:18]1[N:19]=[C:20]2[CH:25]=[CH:24][C:23]([I:26])=[N:22][N:21]2[CH:27]=1)C, predict the reaction product. (3) Given the reactants C(N(CC)CC)C.[Cl:8][C:9]1[C:14]([NH2:15])=[C:13]([NH:16][CH2:17][CH2:18][O:19][C:20]2[CH:25]=[CH:24][CH:23]=[CH:22][CH:21]=2)[C:12]([CH3:26])=[C:11]([CH3:27])[N:10]=1.[C:28](Cl)(=[O:33])[CH2:29][CH2:30][CH2:31][CH3:32], predict the reaction product. The product is: [Cl:8][C:9]1[C:14]([NH:15][C:28](=[O:33])[CH2:29][CH2:30][CH2:31][CH3:32])=[C:13]([NH:16][CH2:17][CH2:18][O:19][C:20]2[CH:25]=[CH:24][CH:23]=[CH:22][CH:21]=2)[C:12]([CH3:26])=[C:11]([CH3:27])[N:10]=1. (4) Given the reactants [H-].[Al+3].[Li+].[H-].[H-].[H-].[CH:7]([N:10]1[CH2:15][CH2:14][CH:13]([C:16](OCC)=[O:17])[CH2:12][CH2:11]1)([CH3:9])[CH3:8].[OH-].[Na+].C(=O)([O-])[O-].[K+].[K+], predict the reaction product. The product is: [CH:7]([N:10]1[CH2:15][CH2:14][CH:13]([CH2:16][OH:17])[CH2:12][CH2:11]1)([CH3:9])[CH3:8]. (5) Given the reactants C(=O)([O-])[O-].[Na+].[Na+].O.Br[C:9]1[CH:14]=[CH:13][C:12]([CH:15]([O:17][CH:18]2[CH2:23][CH2:22][CH2:21][CH2:20][O:19]2)[CH3:16])=[CH:11][N:10]=1.[OH:24][CH2:25][C:26]1[CH:27]=[C:28](B(O)O)[CH:29]=[CH:30][CH:31]=1, predict the reaction product. The product is: [O:19]1[CH2:20][CH2:21][CH2:22][CH2:23][CH:18]1[O:17][CH:15]([C:12]1[CH:13]=[CH:14][C:9]([C:30]2[CH:31]=[C:26]([CH2:25][OH:24])[CH:27]=[CH:28][CH:29]=2)=[N:10][CH:11]=1)[CH3:16].